This data is from Reaction yield outcomes from USPTO patents with 853,638 reactions. The task is: Predict the reaction yield, written as a fraction of the theoretical maximum amount of product (1.0 means a 100% yield; for example, 0.34 means a 34% yield). The reactants are Br[C:2]1[CH:3]=[N:4][C:5]2[C:10]([CH:11]=1)=[CH:9][C:8]([CH2:12][C:13]1[N:17]3[N:18]=[C:19]([CH3:22])[CH:20]=[CH:21][C:16]3=[N:15][N:14]=1)=[CH:7][CH:6]=2.N1CCC[C@H]1C(O)=O.C([O-])([O-])=O.[K+].[K+].[NH:37]1[CH:41]=[CH:40][N:39]=[CH:38]1. The catalyst is CS(C)=O.[Cu]I. The product is [N:37]1([C:2]2[CH:3]=[N:4][C:5]3[C:10]([CH:11]=2)=[CH:9][C:8]([CH2:12][C:13]2[N:17]4[N:18]=[C:19]([CH3:22])[CH:20]=[CH:21][C:16]4=[N:15][N:14]=2)=[CH:7][CH:6]=3)[CH:41]=[CH:40][N:39]=[CH:38]1. The yield is 0.220.